The task is: Predict the reaction yield, written as a fraction of the theoretical maximum amount of product (1.0 means a 100% yield; for example, 0.34 means a 34% yield).. This data is from Reaction yield outcomes from USPTO patents with 853,638 reactions. (1) The reactants are [CH2:1]([O:8][C@H:9]1[CH2:13][N:12]([C:14]([O:16][C:17]([CH3:20])([CH3:19])[CH3:18])=[O:15])[C@H:11]([C:21](OC)=[O:22])[CH2:10]1)[C:2]1[CH:7]=[CH:6][CH:5]=[CH:4][CH:3]=1.[Li+].[BH4-].O. The catalyst is C1COCC1. The product is [CH2:1]([O:8][C@H:9]1[CH2:13][N:12]([C:14]([O:16][C:17]([CH3:18])([CH3:19])[CH3:20])=[O:15])[C@H:11]([CH2:21][OH:22])[CH2:10]1)[C:2]1[CH:7]=[CH:6][CH:5]=[CH:4][CH:3]=1. The yield is 0.880. (2) The reactants are C[O:2][C:3]([C:5]1[CH:10]=[CH:9][N:8]2[C:11]([C:32]3[CH:37]=[CH:36][CH:35]=[CH:34][CH:33]=3)=[C:12]([C:14]3[CH:19]=[CH:18][C:17]([C:20]4([NH:24][C:25]([O:27][C:28]([CH3:31])([CH3:30])[CH3:29])=[O:26])[CH2:23][CH2:22][CH2:21]4)=[CH:16][CH:15]=3)[N:13]=[C:7]2[CH:6]=1)=[O:4].[OH-].[Na+]. The catalyst is CO.O. The product is [C:28]([O:27][C:25]([NH:24][C:20]1([C:17]2[CH:16]=[CH:15][C:14]([C:12]3[N:13]=[C:7]4[CH:6]=[C:5]([C:3]([OH:4])=[O:2])[CH:10]=[CH:9][N:8]4[C:11]=3[C:32]3[CH:37]=[CH:36][CH:35]=[CH:34][CH:33]=3)=[CH:19][CH:18]=2)[CH2:21][CH2:22][CH2:23]1)=[O:26])([CH3:31])([CH3:29])[CH3:30]. The yield is 1.07.